From a dataset of Full USPTO retrosynthesis dataset with 1.9M reactions from patents (1976-2016). Predict the reactants needed to synthesize the given product. (1) Given the product [C:1]([C:5]1[CH:10]=[C:9]([B:23]([OH:24])[OH:22])[CH:8]=[CH:7][C:6]=1[O:12][CH3:13])([CH3:4])([CH3:3])[CH3:2], predict the reactants needed to synthesize it. The reactants are: [C:1]([C:5]1[CH:10]=[C:9](Br)[CH:8]=[CH:7][C:6]=1[O:12][CH3:13])([CH3:4])([CH3:3])[CH3:2].[Li]CCCC.C([O:22][B:23](OC(C)C)[O:24]C(C)C)(C)C.Cl. (2) Given the product [CH2:1]([CH:7]1[CH2:12][CH2:11][C:10]2[N:14]=[C:15]([OH:21])[CH:16]=[CH:17][C:9]=2[CH2:8]1)[CH2:2][CH2:3][CH2:4][CH2:5][CH3:6], predict the reactants needed to synthesize it. The reactants are: [CH2:1]([CH:7]1[CH2:12][CH2:11][C:10](=O)[CH2:9][CH2:8]1)[CH2:2][CH2:3][CH2:4][CH2:5][CH3:6].[NH:14]1C[CH2:17][CH2:16][CH2:15]1.C(OCC)(=[O:21])C. (3) Given the product [CH3:36][N:37]1[CH:41]=[C:40]([C:42]([N:1]2[CH2:6][CH2:5][CH:4]([N:7]3[CH:11]=[C:10]([C:12]4[CH:17]=[N:16][N:15]5[C:18]([C:21]6[CH:22]=[C:23]([NH:27][C:28]([NH:30][CH2:31][C:32]([F:33])([F:35])[F:34])=[O:29])[CH:24]=[CH:25][CH:26]=6)=[CH:19][N:20]=[C:14]5[CH:13]=4)[CH:9]=[N:8]3)[CH2:3][CH2:2]2)=[O:43])[CH:39]=[N:38]1, predict the reactants needed to synthesize it. The reactants are: [NH:1]1[CH2:6][CH2:5][CH:4]([N:7]2[CH:11]=[C:10]([C:12]3[CH:17]=[N:16][N:15]4[C:18]([C:21]5[CH:22]=[C:23]([NH:27][C:28]([NH:30][CH2:31][C:32]([F:35])([F:34])[F:33])=[O:29])[CH:24]=[CH:25][CH:26]=5)=[CH:19][N:20]=[C:14]4[CH:13]=3)[CH:9]=[N:8]2)[CH2:3][CH2:2]1.[CH3:36][N:37]1[CH:41]=[C:40]([C:42](Cl)=[O:43])[CH:39]=[N:38]1. (4) Given the product [OH-:20].[Cl:2][C:3]1[CH:8]=[CH:7][C:6]([C:9]2([CH2:12][N+:13]3([CH2:18][CH3:19])[CH2:17][CH2:16][CH2:15][CH2:14]3)[CH2:10][CH2:11]2)=[CH:5][CH:4]=1, predict the reactants needed to synthesize it. The reactants are: [I-].[Cl:2][C:3]1[CH:8]=[CH:7][C:6]([C:9]2([CH2:12][N+:13]3([CH2:18][CH3:19])[CH2:17][CH2:16][CH2:15][CH2:14]3)[CH2:11][CH2:10]2)=[CH:5][CH:4]=1.[OH2:20]. (5) The reactants are: [Br:1][C:2]1[C:10]2[C:5](=[CH:6][CH:7]=[CH:8][CH:9]=2)[NH:4][C:3]=1[C:11]([O:13][CH2:14][CH3:15])=[O:12].Br[CH2:17][C:18]1[CH:23]=[CH:22][C:21]([O:24][CH3:25])=[CH:20][CH:19]=1.C([O-])([O-])=O.[Cs+].[Cs+]. Given the product [Br:1][C:2]1[C:10]2[C:5](=[CH:6][CH:7]=[CH:8][CH:9]=2)[N:4]([CH2:17][C:18]2[CH:23]=[CH:22][C:21]([O:24][CH3:25])=[CH:20][CH:19]=2)[C:3]=1[C:11]([O:13][CH2:14][CH3:15])=[O:12], predict the reactants needed to synthesize it. (6) The reactants are: [NH:1]1[CH2:6][CH2:5][S:4](=[O:8])(=[O:7])[CH2:3][CH2:2]1.Cl.[C-:10]#[N:11].[Na+].[F:13][C:14]1[CH:21]=[CH:20][C:17]([CH:18]=O)=[CH:16][CH:15]=1. Given the product [O:7]=[S:4]1(=[O:8])[CH2:5][CH2:6][N:1]([CH:18]([C:17]2[CH:20]=[CH:21][C:14]([F:13])=[CH:15][CH:16]=2)[C:10]#[N:11])[CH2:2][CH2:3]1, predict the reactants needed to synthesize it. (7) The reactants are: Cl.[NH2:2][C:3]1[CH:4]=[C:5]([CH:23]=[CH:24][CH:25]=1)[CH2:6][NH:7][C:8]1[C:17]2[C:12](=[C:13]([C:20]([NH2:22])=[O:21])[CH:14]=[C:15]([CH2:18][OH:19])[CH:16]=2)[N:11]=[CH:10][N:9]=1.C(N(C(C)C)C(C)C)C.[CH3:35][O:36][C:37]1[CH:45]=[CH:44][C:40]([C:41](Cl)=[O:42])=[CH:39][CH:38]=1. Given the product [OH:19][CH2:18][C:15]1[CH:16]=[C:17]2[C:12](=[C:13]([C:20]([NH2:22])=[O:21])[CH:14]=1)[N:11]=[CH:10][N:9]=[C:8]2[NH:7][CH2:6][C:5]1[CH:23]=[CH:24][CH:25]=[C:3]([NH:2][C:41](=[O:42])[C:40]2[CH:44]=[CH:45][C:37]([O:36][CH3:35])=[CH:38][CH:39]=2)[CH:4]=1, predict the reactants needed to synthesize it.